Dataset: Full USPTO retrosynthesis dataset with 1.9M reactions from patents (1976-2016). Task: Predict the reactants needed to synthesize the given product. (1) Given the product [ClH:40].[NH2:7][C:8]([CH2:16][CH2:17][C:18]1[CH:23]=[CH:22][C:21]([O:24][CH2:25][CH:26]=[CH:27][C:28]2[CH:33]=[CH:32][CH:31]=[C:30]([CH3:34])[CH:29]=2)=[C:20]([C:35]([F:36])([F:37])[F:38])[CH:19]=1)([CH2:9][OH:10])[CH2:13][OH:12], predict the reactants needed to synthesize it. The reactants are: C(OC(=O)[NH:7][C:8]1([CH2:16][CH2:17][C:18]2[CH:23]=[CH:22][C:21]([O:24][CH2:25][CH:26]=[CH:27][C:28]3[CH:33]=[CH:32][CH:31]=[C:30]([CH3:34])[CH:29]=3)=[C:20]([C:35]([F:38])([F:37])[F:36])[CH:19]=2)[CH2:13][O:12]C(C)(C)[O:10][CH2:9]1)(C)(C)C.[ClH:40]. (2) The reactants are: [N:1]1[CH:2]=[C:3]([S:10][C:11]2[CH:16]=[CH:15][C:14]([NH:17]C(=O)C)=[CH:13][CH:12]=2)[N:4]2[CH:9]=[CH:8][CH:7]=[N:6][C:5]=12.Cl.C(=O)([O-])O.[Na+]. Given the product [N:1]1[CH:2]=[C:3]([S:10][C:11]2[CH:16]=[CH:15][C:14]([NH2:17])=[CH:13][CH:12]=2)[N:4]2[CH:9]=[CH:8][CH:7]=[N:6][C:5]=12, predict the reactants needed to synthesize it. (3) The reactants are: Cl.[C-:2]#[N:3].[K+].[C:5]1([S:11]([CH:14]([O:22][CH2:23][C:24]2[CH:32]=[CH:31][CH:30]=[C:29]3[C:25]=2[CH:26]=[CH:27][NH:28]3)[CH:15]2[CH2:20][CH2:19][C:18](=O)[CH2:17][CH2:16]2)(=[O:13])=[O:12])[CH:10]=[CH:9][CH:8]=[CH:7][CH:6]=1.[CH3:33][NH:34][CH3:35]. Given the product [C:5]1([S:11]([CH:14]([O:22][CH2:23][C:24]2[CH:32]=[CH:31][CH:30]=[C:29]3[C:25]=2[CH:26]=[CH:27][NH:28]3)[CH:15]2[CH2:20][CH2:19][C:18]([N:34]([CH3:35])[CH3:33])([C:2]#[N:3])[CH2:17][CH2:16]2)(=[O:13])=[O:12])[CH:10]=[CH:9][CH:8]=[CH:7][CH:6]=1, predict the reactants needed to synthesize it. (4) Given the product [CH2:1]([O:3][C:4]([N:6]1[CH2:7][CH2:8][N:9]([C:12](=[O:38])[C@@H:13]([NH:23][C:24]([C:26]2[CH:35]=[C:34]([O:36][C@@H:48]([C:47]([O:46][CH2:39][C:40]3[CH:45]=[CH:44][CH:43]=[CH:42][CH:41]=3)=[O:51])[CH3:49])[C:33]3[C:28](=[CH:29][C:30]([CH3:37])=[CH:31][CH:32]=3)[N:27]=2)=[O:25])[CH2:14][CH2:15][C:16]([O:18][C:19]([CH3:21])([CH3:22])[CH3:20])=[O:17])[CH2:10][CH2:11]1)=[O:5])[CH3:2], predict the reactants needed to synthesize it. The reactants are: [CH2:1]([O:3][C:4]([N:6]1[CH2:11][CH2:10][N:9]([C:12](=[O:38])[C@@H:13]([NH:23][C:24]([C:26]2[CH:35]=[C:34]([OH:36])[C:33]3[C:28](=[CH:29][C:30]([CH3:37])=[CH:31][CH:32]=3)[N:27]=2)=[O:25])[CH2:14][CH2:15][C:16]([O:18][C:19]([CH3:22])([CH3:21])[CH3:20])=[O:17])[CH2:8][CH2:7]1)=[O:5])[CH3:2].[CH2:39]([O:46][C:47](=[O:51])[C@@H:48](O)[CH3:49])[C:40]1[CH:45]=[CH:44][CH:43]=[CH:42][CH:41]=1.C1(P(C2C=CC=CC=2)C2C=CC=CC=2)C=CC=CC=1.N(C(OCC)=O)=NC(OCC)=O. (5) Given the product [CH3:50][N:51]([C:53]1[CH:58]=[CH:57][CH:56]=[CH:55][CH:54]=1)[NH:52][C:13](=[O:15])[C:12]1[CH:11]=[CH:10][C:9]([CH2:8][C:6]([O:5][C:1]([CH3:2])([CH3:3])[CH3:4])=[O:7])=[CH:17][CH:16]=1, predict the reactants needed to synthesize it. The reactants are: [C:1]([O:5][C:6]([CH2:8][C:9]1[CH:17]=[CH:16][C:12]([C:13]([OH:15])=O)=[CH:11][CH:10]=1)=[O:7])([CH3:4])([CH3:3])[CH3:2].O.ON1C2C=CC=CC=2N=N1.C(N(CC)C(C)C)(C)C.Cl.CN(C)CCCN=C=NCC.[CH3:50][N:51]([C:53]1[CH:58]=[CH:57][CH:56]=[CH:55][CH:54]=1)[NH2:52].C([O-])(O)=O.[Na+].